Dataset: Forward reaction prediction with 1.9M reactions from USPTO patents (1976-2016). Task: Predict the product of the given reaction. (1) Given the reactants [C:1]([O:5][C:6]([N:8]1[CH2:12][CH2:11][C@H:10]([OH:13])[CH2:9]1)=[O:7])([CH3:4])([CH3:3])[CH3:2].C(N(CC)CC)C.[CH3:21][S:22](Cl)(=[O:24])=[O:23].O, predict the reaction product. The product is: [C:1]([O:5][C:6]([N:8]1[CH2:12][CH2:11][C@H:10]([O:13][S:22]([CH3:21])(=[O:24])=[O:23])[CH2:9]1)=[O:7])([CH3:4])([CH3:2])[CH3:3]. (2) Given the reactants [F:1][C:2]1[CH:11]=[C:10]([F:12])[CH:9]=[C:8]2[C:3]=1[C:4]([NH:20][C:21]1[CH:22]=[N:23][CH:24]=[C:25]([N:27]3[CH2:32][CH2:31][O:30][CH2:29][CH2:28]3)[CH:26]=1)=[C:5]([CH3:19])[C:6]([N:13]1[CH2:18][CH2:17][NH:16][CH2:15][CH2:14]1)=[N:7]2.[O:33]1[CH2:38][CH2:37][CH:36]([C:39](Cl)=[O:40])[CH2:35][CH2:34]1, predict the reaction product. The product is: [F:1][C:2]1[CH:11]=[C:10]([F:12])[CH:9]=[C:8]2[C:3]=1[C:4]([NH:20][C:21]1[CH:22]=[N:23][CH:24]=[C:25]([N:27]3[CH2:32][CH2:31][O:30][CH2:29][CH2:28]3)[CH:26]=1)=[C:5]([CH3:19])[C:6]([N:13]1[CH2:14][CH2:15][N:16]([C:39]([CH:36]3[CH2:37][CH2:38][O:33][CH2:34][CH2:35]3)=[O:40])[CH2:17][CH2:18]1)=[N:7]2. (3) Given the reactants Br[C:2]1[CH:3]=[C:4]2[C:9](=[CH:10][CH:11]=1)[CH:8]=[N:7][CH:6]=[C:5]2[Cl:12].[CH3:13][N:14](C=O)C, predict the reaction product. The product is: [Cl:12][C:5]1[C:4]2[C:9](=[CH:10][CH:11]=[C:2]([C:13]#[N:14])[CH:3]=2)[CH:8]=[N:7][CH:6]=1. (4) Given the reactants [Cl:1][CH2:2][CH2:3][CH2:4][CH2:5][OH:6].[CH2:7]([N:9]([CH3:11])[CH3:10])[CH3:8].[OH-].[Na+], predict the reaction product. The product is: [Cl-:1].[CH2:7]([N+:9]([CH2:2][CH2:3][CH2:4][CH2:5][OH:6])([CH3:11])[CH3:10])[CH3:8]. (5) Given the reactants [F:1][C:2]([F:14])([F:13])[C:3]1[C:7]([C:8]([O:10][CH2:11][CH3:12])=[O:9])=[CH:6][NH:5][N:4]=1.CN[C@@H]1CCCC[C@H]1NC.[F:25][C:26]1[CH:31]=[CH:30][C:29](I)=[CH:28][CH:27]=1.C(=O)([O-])[O-].[K+].[K+], predict the reaction product. The product is: [F:25][C:26]1[CH:31]=[CH:30][C:29]([N:5]2[CH:6]=[C:7]([C:8]([O:10][CH2:11][CH3:12])=[O:9])[C:3]([C:2]([F:1])([F:13])[F:14])=[N:4]2)=[CH:28][CH:27]=1. (6) Given the reactants [F:1][C:2]1[CH:7]=[CH:6][C:5]([C:8](=O)[CH:9]([C:25]2[CH:30]=[CH:29][CH:28]=[CH:27][CH:26]=2)[CH:10]([C:20](=O)[CH:21]([CH3:23])[CH3:22])[C:11]([NH:13][C:14]2[CH:19]=[CH:18][CH:17]=[CH:16][CH:15]=2)=[O:12])=[CH:4][CH:3]=1.[NH2:32][CH2:33][CH2:34][C@H:35]1[O:40][C:39]([CH3:42])([CH3:41])[O:38][C@@H:37]([CH2:43][C:44]([O:46][C:47]([CH3:50])([CH3:49])[CH3:48])=[O:45])[CH2:36]1.C(O)(=O)C(C)(C)C.C, predict the reaction product. The product is: [C:47]([O:46][C:44](=[O:45])[CH2:43][C@H:37]1[CH2:36][C@@H:35]([CH2:34][CH2:33][N:32]2[C:20]([CH:21]([CH3:23])[CH3:22])=[C:10]([C:11](=[O:12])[NH:13][C:14]3[CH:19]=[CH:18][CH:17]=[CH:16][CH:15]=3)[C:9]([C:25]3[CH:26]=[CH:27][CH:28]=[CH:29][CH:30]=3)=[C:8]2[C:5]2[CH:6]=[CH:7][C:2]([F:1])=[CH:3][CH:4]=2)[O:40][C:39]([CH3:42])([CH3:41])[O:38]1)([CH3:50])([CH3:49])[CH3:48]. (7) Given the reactants [Br:1][C:2]1[CH:13]=[CH:12][C:5]([CH2:6][CH:7]([C:10]#[N:11])[C:8]#[N:9])=[CH:4][CH:3]=1.[H-].[Na+].Br[CH2:17][CH2:18][F:19], predict the reaction product. The product is: [Br:1][C:2]1[CH:3]=[CH:4][C:5]([CH2:6][C:7]([CH2:17][CH2:18][F:19])([C:8]#[N:9])[C:10]#[N:11])=[CH:12][CH:13]=1. (8) Given the reactants [Br:1][C:2]1[CH:7]=[C:6]([Cl:8])[CH:5]=[C:4]([Cl:9])[C:3]=1[OH:10].C([O-])([O-])=O.[K+].[K+].[F:17][CH:18]([F:25])[CH2:19]OS(C)(=O)=O, predict the reaction product. The product is: [Br:1][C:2]1[CH:7]=[C:6]([Cl:8])[CH:5]=[C:4]([Cl:9])[C:3]=1[O:10][CH2:19][CH:18]([F:25])[F:17]. (9) Given the reactants [CH:1]1([CH2:6][C@H:7]([C:22]2[CH:27]=[CH:26][C:25]([S:28][CH:29]3[CH2:33][CH2:32][CH2:31][CH2:30]3)=[C:24]([Cl:34])[CH:23]=2)[C:8](N([C@H](C)[C@H](O)C2C=CC=CC=2)C)=[O:9])[CH2:5][CH2:4][CH2:3][CH2:2]1.S(=O)(=O)(O)[OH:36], predict the reaction product. The product is: [Cl:34][C:24]1[CH:23]=[C:22]([C@@H:7]([CH2:6][CH:1]2[CH2:5][CH2:4][CH2:3][CH2:2]2)[C:8]([OH:9])=[O:36])[CH:27]=[CH:26][C:25]=1[S:28][CH:29]1[CH2:33][CH2:32][CH2:31][CH2:30]1.